From a dataset of Catalyst prediction with 721,799 reactions and 888 catalyst types from USPTO. Predict which catalyst facilitates the given reaction. (1) Reactant: [NH3:1].C[O:3][C:4]([C@@H:6]1[O:10][C:9](=[O:11])[N:8]([C:12]2[CH:13]=[C:14]3[C:18](=[C:19]([F:21])[CH:20]=2)[N:17]([CH2:22][CH2:23][CH3:24])[C:16](=[O:25])[CH2:15]3)[CH2:7]1)=O. Product: [F:21][C:19]1[CH:20]=[C:12]([N:8]2[CH2:7][C@H:6]([C:4]([NH2:1])=[O:3])[O:10][C:9]2=[O:11])[CH:13]=[C:14]2[C:18]=1[N:17]([CH2:22][CH2:23][CH3:24])[C:16](=[O:25])[CH2:15]2. The catalyst class is: 5. (2) Reactant: [C:1]([C:3]1[CH:8]=[CH:7][C:6]([C:9]2[N:13]3[CH:14]=[C:15]([C:18]4[CH:40]=[CH:39][C:21]([C:22]([N:24]5[CH2:29][CH2:28][C:27]([NH:31]C(=O)OC(C)(C)C)([CH3:30])[CH2:26][CH2:25]5)=[O:23])=[C:20]([CH3:41])[CH:19]=4)[N:16]=[CH:17][C:12]3=[N:11][CH:10]=2)=[CH:5][CH:4]=1)#[N:2]. Product: [NH2:31][C:27]1([CH3:30])[CH2:26][CH2:25][N:24]([C:22]([C:21]2[CH:39]=[CH:40][C:18]([C:15]3[N:16]=[CH:17][C:12]4[N:13]([C:9]([C:6]5[CH:7]=[CH:8][C:3]([C:1]#[N:2])=[CH:4][CH:5]=5)=[CH:10][N:11]=4)[CH:14]=3)=[CH:19][C:20]=2[CH3:41])=[O:23])[CH2:29][CH2:28]1. The catalyst class is: 157.